Dataset: Full USPTO retrosynthesis dataset with 1.9M reactions from patents (1976-2016). Task: Predict the reactants needed to synthesize the given product. Given the product [C:18]1(=[O:29])[O:21][C:22](=[O:127])[CH:23]=[CH:24]1.[C:3]([OH:4])(=[O:127])[CH:2]=[CH2:1], predict the reactants needed to synthesize it. The reactants are: [CH2:1](OC1C=CC(C(C2C=C[C:18]([O:21][CH2:22][CH:23]3O[CH2:24]3)=CC=2)(C)C)=CC=1)[CH:2]1[O:4][CH2:3]1.C(OC(COCCCC)CCC)C1[O:29]C1.OC1C=CC(C(C2C=CC(O)=CC=2)(C)C)=CC=1.C(C1OC1)Cl.C1C=C(CC2C(O)=CC=CC=2)C(O)=CC=1.C1(O)C=CC=CC=1.C1C=CC(CNC(CN2C3C(=CC=CC=3)C(C=O)=C2)=O)=CC=1.O1C=CC=C1.NC(OCC)=O.C(OCC1OC1)C1OC1.[OH2:127].